From a dataset of Reaction yield outcomes from USPTO patents with 853,638 reactions. Predict the reaction yield, written as a fraction of the theoretical maximum amount of product (1.0 means a 100% yield; for example, 0.34 means a 34% yield). (1) The reactants are [F:1][C:2]([F:20])([F:19])[C:3]1[CH:18]=[CH:17][C:6]([CH2:7][NH:8][C:9]2[N:14]=[CH:13][C:12]([CH:15]=[O:16])=[CH:11][CH:10]=2)=[CH:5][CH:4]=1.[C:21]([O:25][C:26](O[C:26]([O:25][C:21]([CH3:24])([CH3:23])[CH3:22])=[O:27])=[O:27])([CH3:24])([CH3:23])[CH3:22].C(N(CC)C(C)C)(C)C.C(N(CC)C1C=CN=CC=1)C. The catalyst is ClCCl. The product is [C:21]([O:25][C:26](=[O:27])[N:8]([C:9]1[CH:10]=[CH:11][C:12]([CH:15]=[O:16])=[CH:13][N:14]=1)[CH2:7][C:6]1[CH:17]=[CH:18][C:3]([C:2]([F:1])([F:19])[F:20])=[CH:4][CH:5]=1)([CH3:24])([CH3:23])[CH3:22]. The yield is 0.870. (2) The reactants are [CH3:1][O:2][CH2:3][CH2:4][O:5][C:6]1[CH:11]=[C:10]([O:12][C:13]2[CH:18]=[CH:17][C:16]([C:19]([F:22])([F:21])[F:20])=[CH:15][N:14]=2)[CH:9]=[CH:8][C:7]=1[CH2:23][CH2:24][C:25](OCC)=[O:26].[H-].[Al+3].[Li+].[H-].[H-].[H-].O.O.O.O.O.O.O.O.O.O.S([O-])([O-])(=O)=O.[Na+].[Na+]. The catalyst is O1CCCC1. The product is [CH3:1][O:2][CH2:3][CH2:4][O:5][C:6]1[CH:11]=[C:10]([O:12][C:13]2[CH:18]=[CH:17][C:16]([C:19]([F:20])([F:21])[F:22])=[CH:15][N:14]=2)[CH:9]=[CH:8][C:7]=1[CH2:23][CH2:24][CH2:25][OH:26]. The yield is 1.00. (3) The reactants are [F:1][C:2]1[CH:7]=[CH:6][C:5]([F:8])=[CH:4][C:3]=1[CH2:9][C:10]([N:12]1[C:20]2[C:15](=[CH:16][C:17]([C:21]3[C:25]4[C:26]([N:31]([C:39]([O:41][C:42]([CH3:45])([CH3:44])[CH3:43])=[O:40])[C:32]([O:34][C:35]([CH3:38])([CH3:37])[CH3:36])=[O:33])=[N:27][CH:28]=[C:29](I)[C:24]=4[O:23][CH:22]=3)=[CH:18][CH:19]=2)[CH2:14][CH2:13]1)=[O:11].[CH2:46]([O:53][C:54](=[O:62])[NH:55][CH2:56][CH2:57][B-](F)(F)F)[C:47]1[CH:52]=[CH:51][CH:50]=[CH:49][CH:48]=1.[K+].CC(OC1C=CC=C(OC(C)C)C=1C1C(P(C2CCCCC2)C2CCCCC2)=CC=CC=1)C.C(=O)([O-])[O-].[Cs+].[Cs+]. The catalyst is C1(C)C=CC=CC=1.O.C([O-])(=O)C.[Pd+2].C([O-])(=O)C. The product is [F:1][C:2]1[CH:7]=[CH:6][C:5]([F:8])=[CH:4][C:3]=1[CH2:9][C:10]([N:12]1[C:20]2[C:15](=[CH:16][C:17]([C:21]3[C:25]4[C:26]([N:31]([C:39]([O:41][C:42]([CH3:45])([CH3:44])[CH3:43])=[O:40])[C:32]([O:34][C:35]([CH3:38])([CH3:37])[CH3:36])=[O:33])=[N:27][CH:28]=[C:29]([CH2:57][CH2:56][NH:55][C:54]([O:53][CH2:46][C:47]5[CH:52]=[CH:51][CH:50]=[CH:49][CH:48]=5)=[O:62])[C:24]=4[O:23][CH:22]=3)=[CH:18][CH:19]=2)[CH2:14][CH2:13]1)=[O:11]. The yield is 0.461.